Task: Predict the reaction yield, written as a fraction of the theoretical maximum amount of product (1.0 means a 100% yield; for example, 0.34 means a 34% yield).. Dataset: Reaction yield outcomes from USPTO patents with 853,638 reactions (1) The reactants are [Cl:1][C:2]1[CH:3]=[CH:4][C:5]2[O:9][C:8]([C:10]3[CH:16]=[CH:15][C:13]([NH2:14])=[CH:12][CH:11]=3)=[N:7][C:6]=2[CH:17]=1.[C:18](Cl)(=[O:20])[CH3:19].O. The catalyst is N1C=CC=CC=1. The product is [Cl:1][C:2]1[CH:3]=[CH:4][C:5]2[O:9][C:8]([C:10]3[CH:16]=[CH:15][C:13]([NH:14][C:18](=[O:20])[CH3:19])=[CH:12][CH:11]=3)=[N:7][C:6]=2[CH:17]=1. The yield is 0.840. (2) The reactants are [CH3:1][O:2][C:3]1[CH:8]=[CH:7][C:6]([C:9]2([C:12]([OH:14])=[O:13])[CH2:11][CH2:10]2)=[CH:5][CH:4]=1.O.[C:16]1(C)C=CC(S(O)(=O)=O)=CC=1. The catalyst is CO. The product is [CH3:16][O:13][C:12]([C:9]1([C:6]2[CH:5]=[CH:4][C:3]([O:2][CH3:1])=[CH:8][CH:7]=2)[CH2:10][CH2:11]1)=[O:14]. The yield is 0.990.